Dataset: Full USPTO retrosynthesis dataset with 1.9M reactions from patents (1976-2016). Task: Predict the reactants needed to synthesize the given product. (1) Given the product [N:1]1([CH2:10][C:12]2[CH:13]=[C:14]3[C:20]([C:21]4[CH:22]=[N:23][N:24]([CH3:26])[CH:25]=4)=[CH:19][NH:18][C:15]3=[N:16][CH:17]=2)[C:9]2[C:4](=[CH:5][CH:6]=[CH:7][CH:8]=2)[CH2:3][CH2:2]1, predict the reactants needed to synthesize it. The reactants are: [N:1]1([C:10]([C:12]2[CH:13]=[C:14]3[C:20]([C:21]4[CH:22]=[N:23][N:24]([CH3:26])[CH:25]=4)=[CH:19][NH:18][C:15]3=[N:16][CH:17]=2)=O)[C:9]2[C:4](=[CH:5][CH:6]=[CH:7][CH:8]=2)[CH2:3][CH2:2]1. (2) Given the product [CH:33]1([CH2:32][NH:31][C:26]2[CH:25]=[C:24]([C:13]3[C:14]4[C:19](=[CH:18][CH:17]=[CH:16][CH:15]=4)[N:11]([S:8]([C:5]4[CH:6]=[CH:7][C:2]([CH3:1])=[CH:3][CH:4]=4)(=[O:10])=[O:9])[CH:12]=3)[N:29]=[C:28]([NH2:30])[N:27]=2)[CH2:34][CH2:35]1, predict the reactants needed to synthesize it. The reactants are: [CH3:1][C:2]1[CH:7]=[CH:6][C:5]([S:8]([N:11]2[C:19]3[C:14](=[CH:15][CH:16]=[CH:17][CH:18]=3)[C:13](B(O)O)=[CH:12]2)(=[O:10])=[O:9])=[CH:4][CH:3]=1.Cl[C:24]1[N:29]=[C:28]([NH2:30])[N:27]=[C:26]([NH:31][CH2:32][CH:33]2[CH2:35][CH2:34]2)[CH:25]=1.